Dataset: Forward reaction prediction with 1.9M reactions from USPTO patents (1976-2016). Task: Predict the product of the given reaction. Given the reactants [NH2:1][C:2]1[CH:3]=[C:4]([C@@H:8]([N:10]2[CH2:15][CH2:14][N:13]([C:16]([C:18]3[CH:19]=[N:20][N:21]4[C:26]([C:27]([F:30])([F:29])[F:28])=[C:25]([CH3:31])[C:24]([C:32]5[CH:37]=[CH:36][C:35]([O:38][CH3:39])=[CH:34][CH:33]=5)=[N:23][C:22]=34)=[O:17])[C@H:12]([CH3:40])[CH2:11]2)[CH3:9])[CH:5]=[CH:6][CH:7]=1.[C:41](Cl)(=[O:43])[CH3:42], predict the reaction product. The product is: [CH3:39][O:38][C:35]1[CH:36]=[CH:37][C:32]([C:24]2[C:25]([CH3:31])=[C:26]([C:27]([F:28])([F:30])[F:29])[N:21]3[N:20]=[CH:19][C:18]([C:16]([N:13]4[CH2:14][CH2:15][N:10]([C@H:8]([C:4]5[CH:3]=[C:2]([NH:1][C:41](=[O:43])[CH3:42])[CH:7]=[CH:6][CH:5]=5)[CH3:9])[CH2:11][C@H:12]4[CH3:40])=[O:17])=[C:22]3[N:23]=2)=[CH:33][CH:34]=1.